From a dataset of Forward reaction prediction with 1.9M reactions from USPTO patents (1976-2016). Predict the product of the given reaction. Given the reactants [CH3:1][O:2][C:3]([O:12][CH3:13])([CH3:11])[C:4](=[O:10])[CH2:5][C:6]([O:8][CH3:9])=[O:7].C([O-])([O-])=O.[K+].[K+].Br[CH2:21][C:22]([C:24]1[CH:33]=[CH:32][CH:31]=[C:30]2[C:25]=1[N:26]=[C:27]([NH:35][C:36]([CH3:39])([CH3:38])[CH3:37])[C:28]([CH3:34])=[N:29]2)=[O:23], predict the reaction product. The product is: [C:36]([NH:35][C:27]1[C:28]([CH3:34])=[N:29][C:30]2[C:25]([N:26]=1)=[C:24]([C:22](=[O:23])[CH2:21][CH:5]([C:4](=[O:10])[C:3]([O:2][CH3:1])([O:12][CH3:13])[CH3:11])[C:6]([O:8][CH3:9])=[O:7])[CH:33]=[CH:32][CH:31]=2)([CH3:39])([CH3:38])[CH3:37].